From a dataset of Catalyst prediction with 721,799 reactions and 888 catalyst types from USPTO. Predict which catalyst facilitates the given reaction. (1) Reactant: [Cl:1][C:2]1[CH:7]=[C:6]([Cl:8])[CH:5]=[C:4]([Cl:9])[C:3]=1[N:10]=[C:11]=[O:12].C([N:15](CC)CC)C.Cl. Product: [Cl:1][C:2]1[CH:7]=[C:6]([Cl:8])[CH:5]=[C:4]([Cl:9])[C:3]=1[NH:10][C:11]([NH2:15])=[O:12]. The catalyst class is: 10. (2) Reactant: [C:1]([O:5][C:6]([N:8]1[CH:12]=[CH:11][CH:10]=[C:9]1B(O)O)=[O:7])([CH3:4])([CH3:3])[CH3:2].C(=O)([O-])[O-].[Na+].[Na+].C(COC)OC.Br[C:29]1[CH:30]=[C:31]([CH:37]=[CH:38][C:39]=1[O:40][CH2:41][O:42][CH3:43])[C:32]([O:34][CH2:35][CH3:36])=[O:33]. The catalyst class is: 6. Product: [CH2:35]([O:34][C:32]([C:31]1[CH:30]=[CH:29][C:39]([O:40][CH2:41][O:42][CH3:43])=[C:38]([C:9]2[N:8]([C:6]([O:5][C:1]([CH3:4])([CH3:3])[CH3:2])=[O:7])[CH:12]=[CH:11][CH:10]=2)[CH:37]=1)=[O:33])[CH3:36]. (3) Reactant: C[O:2][C:3](=[O:37])[CH2:4][N:5]1[C:11](=[O:12])[CH2:10][CH2:9][CH2:8][C:7]2[CH:13]=[C:14]([NH:17][C:18]3[N:23]=[C:22]([NH:24][C:25]4[CH:30]=[CH:29][CH:28]=[CH:27][C:26]=4[S:31](=[O:35])(=[O:34])[NH:32][CH3:33])[C:21]([Cl:36])=[CH:20][N:19]=3)[CH:15]=[CH:16][C:6]1=2.[OH-].[Na+].C(O)(=O)CC(CC(O)=O)(C(O)=O)O. Product: [Cl:36][C:21]1[C:22]([NH:24][C:25]2[CH:30]=[CH:29][CH:28]=[CH:27][C:26]=2[S:31](=[O:35])(=[O:34])[NH:32][CH3:33])=[N:23][C:18]([NH:17][C:14]2[CH:15]=[CH:16][C:6]3[N:5]([CH2:4][C:3]([OH:37])=[O:2])[C:11](=[O:12])[CH2:10][CH2:9][CH2:8][C:7]=3[CH:13]=2)=[N:19][CH:20]=1. The catalyst class is: 1. (4) Reactant: [Br:1][C:2]1[CH:12]=[CH:11][C:5]2[O:6][CH2:7][C:8](=O)[NH:9][C:4]=2[CH:3]=1.B.Cl.[OH-].[Na+]. Product: [Br:1][C:2]1[CH:12]=[CH:11][C:5]2[O:6][CH2:7][CH2:8][NH:9][C:4]=2[CH:3]=1. The catalyst class is: 36. (5) Reactant: ON1C2N=CC=CC=2N=N1.Cl.CN(C)CCCN=C=NCC.[CH:23]1([C:26]([OH:28])=O)[CH2:25][CH2:24]1.[NH2:29][C@@H:30]([CH3:50])[C:31]([N:33]1[CH2:38][CH2:37][CH:36]([CH2:39][CH2:40][C:41]2[C:42]([NH2:49])=[N:43][C:44]([CH3:48])=[N:45][C:46]=2[Cl:47])[CH2:35][CH2:34]1)=[O:32]. Product: [NH2:49][C:42]1[C:41]([CH2:40][CH2:39][CH:36]2[CH2:35][CH2:34][N:33]([C:31](=[O:32])[C@@H:30]([NH:29][C:26]([CH:23]3[CH2:25][CH2:24]3)=[O:28])[CH3:50])[CH2:38][CH2:37]2)=[C:46]([Cl:47])[N:45]=[C:44]([CH3:48])[N:43]=1. The catalyst class is: 49. (6) Reactant: Br[C:2]1[CH:3]=[C:4]2[C:8](=[CH:9][CH:10]=1)[CH2:7][CH2:6][CH2:5]2.[B:11]1([B:11]2[O:15][C:14]([CH3:17])([CH3:16])[C:13]([CH3:19])([CH3:18])[O:12]2)[O:15][C:14]([CH3:17])([CH3:16])[C:13]([CH3:19])([CH3:18])[O:12]1.C([O-])(=O)C.[K+]. Product: [CH2:7]1[C:8]2[C:4](=[CH:3][C:2]([B:11]3[O:15][C:14]([CH3:17])([CH3:16])[C:13]([CH3:19])([CH3:18])[O:12]3)=[CH:10][CH:9]=2)[CH2:5][CH2:6]1. The catalyst class is: 558.